This data is from Forward reaction prediction with 1.9M reactions from USPTO patents (1976-2016). The task is: Predict the product of the given reaction. (1) Given the reactants [CH3:1][O:2][C:3](=[O:29])[CH2:4][C:5]1[CH:10]=[CH:9][C:8]([OH:11])=[C:7]([O:12][C:13]2[CH:18]=[CH:17][C:16]([N+:19]([O-:21])=[O:20])=[CH:15][C:14]=2[CH2:22][S:23][CH2:24][C:25]([F:28])([F:27])[F:26])[CH:6]=1.C1C=CC(N([S:37]([C:40]([F:43])([F:42])[F:41])(=[O:39])=[O:38])[S:37]([C:40]([F:43])([F:42])[F:41])(=[O:39])=[O:38])=CC=1.C(=O)([O-])[O-].[Cs+].[Cs+], predict the reaction product. The product is: [CH3:1][O:2][C:3](=[O:29])[CH2:4][C:5]1[CH:10]=[CH:9][C:8]([O:11][S:37]([C:40]([F:43])([F:42])[F:41])(=[O:39])=[O:38])=[C:7]([O:12][C:13]2[CH:18]=[CH:17][C:16]([N+:19]([O-:21])=[O:20])=[CH:15][C:14]=2[CH2:22][S:23][CH2:24][C:25]([F:28])([F:26])[F:27])[CH:6]=1. (2) Given the reactants CC(N(C)C)=O.[CH3:7][C:8]1[C:9]([C:21]2[CH:26]=[CH:25][CH:24]=[C:23]([O:27][CH3:28])[CH:22]=2)=[C:10]([OH:20])[C:11]2[C:16]([CH:17]=1)=[CH:15][C:14]([O:18][CH3:19])=[CH:13][CH:12]=2.F[C:30]1[CH:37]=[CH:36][C:33]([CH:34]=[O:35])=[CH:32][CH:31]=1.C(=O)([O-])[O-].[Cs+].[Cs+], predict the reaction product. The product is: [CH3:7][C:8]1[C:9]([C:21]2[CH:26]=[CH:25][CH:24]=[C:23]([O:27][CH3:28])[CH:22]=2)=[C:10]([O:20][C:30]2[CH:37]=[CH:36][C:33]([CH:34]=[O:35])=[CH:32][CH:31]=2)[C:11]2[C:16]([CH:17]=1)=[CH:15][C:14]([O:18][CH3:19])=[CH:13][CH:12]=2. (3) The product is: [Cl:1][C:2]1[CH:7]=[CH:6][C:5]([C:8]2[N:13]=[C:12]3[C:11]([N:22]([CH2:23][C:24]4[CH:25]=[CH:26][CH:27]=[CH:28][CH:29]=4)[CH:37]([CH3:38])[N:14]3[CH2:15][C:16]3[CH:17]=[CH:18][CH:19]=[CH:20][CH:21]=3)=[C:10]([C:30]([O:32][CH3:33])=[O:31])[N:9]=2)=[C:4]([F:34])[C:3]=1[O:35][CH3:36]. Given the reactants [Cl:1][C:2]1[CH:7]=[CH:6][C:5]([C:8]2[N:13]=[C:12]([NH:14][CH2:15][C:16]3[CH:21]=[CH:20][CH:19]=[CH:18][CH:17]=3)[C:11]([NH:22][CH2:23][C:24]3[CH:29]=[CH:28][CH:27]=[CH:26][CH:25]=3)=[C:10]([C:30]([O:32][CH3:33])=[O:31])[N:9]=2)=[C:4]([F:34])[C:3]=1[O:35][CH3:36].[CH:37](=O)[CH3:38], predict the reaction product. (4) The product is: [CH:31]([NH:27][C:21]([C:17]1[N:18]([CH3:20])[N:19]=[C:15](/[CH:14]=[CH:13]/[C:12]2[C:8]([C:5]3[CH:4]=[CH:3][C:2]([F:1])=[CH:7][CH:6]=3)=[N:9][O:10][C:11]=2[CH3:24])[CH:16]=1)=[O:22])([CH3:32])[CH3:30]. Given the reactants [F:1][C:2]1[CH:7]=[CH:6][C:5]([C:8]2[C:12](/[CH:13]=[CH:14]/[C:15]3[CH:16]=[C:17]([C:21](O)=[O:22])[N:18]([CH3:20])[N:19]=3)=[C:11]([CH3:24])[O:10][N:9]=2)=[CH:4][CH:3]=1.O.O[N:27]1[C:31]2[CH:32]=CC=C[C:30]=2N=N1.C(N(C(C)C)C(C)C)C.C(N)(C)C.[Cl-].[Na+], predict the reaction product. (5) Given the reactants I[C:2]1[C:7]([O:8][CH3:9])=[CH:6][CH:5]=[CH:4][C:3]=1[O:10][CH3:11].[Li]CCCC.[C:17]([S:21]([N:23]=[CH:24][CH2:25][CH2:26][CH2:27][C:28]([O:30][CH3:31])=[O:29])=[O:22])([CH3:20])([CH3:19])[CH3:18].[NH4+].[Cl-], predict the reaction product. The product is: [CH3:11][O:10][C:3]1[CH:4]=[CH:5][CH:6]=[C:7]([O:8][CH3:9])[C:2]=1[CH:24]([NH:23][S:21]([C:17]([CH3:20])([CH3:19])[CH3:18])=[O:22])[CH2:25][CH2:26][CH2:27][C:28]([O:30][CH3:31])=[O:29]. (6) Given the reactants I[C:2]1[CH:3]=[C:4]([CH:6]=[CH:7][CH:8]=1)[NH2:5].[NH:9]1[CH:13]=[CH:12][N:11]=[N:10]1.[O-]P([O-])([O-])=O.[K+].[K+].[K+].C(N)CN, predict the reaction product. The product is: [N:9]1[N:10]([C:2]2[CH:3]=[C:4]([CH:6]=[CH:7][CH:8]=2)[NH2:5])[N:11]=[CH:12][CH:13]=1.[N:9]1([C:2]2[CH:3]=[C:4]([CH:6]=[CH:7][CH:8]=2)[NH2:5])[CH:13]=[CH:12][N:11]=[N:10]1.